From a dataset of Reaction yield outcomes from USPTO patents with 853,638 reactions. Predict the reaction yield, written as a fraction of the theoretical maximum amount of product (1.0 means a 100% yield; for example, 0.34 means a 34% yield). The reactants are Cl[C:2]1[CH:11]=[CH:10][C:9]2[C:4](=[CH:5][CH:6]=[CH:7][C:8]=2[O:12][CH3:13])[N:3]=1.[NH2:14][C:15]1[C:23]2[C:18](=[CH:19][N:20]=[CH:21][CH:22]=2)[O:17][C:16]=1[C:24]([O:26][CH2:27][CH3:28])=[O:25].[Cl-].C(C1C=CC=C(C(C)C)C=1N1C=C[N+](C2C(C(C)C)=CC=CC=2C(C)C)=C1)(C)C.CC([O-])(C)C.[K+]. The catalyst is O1CCOCC1.C1C=CC(/C=C/C(/C=C/C2C=CC=CC=2)=O)=CC=1.C1C=CC(/C=C/C(/C=C/C2C=CC=CC=2)=O)=CC=1.C1C=CC(/C=C/C(/C=C/C2C=CC=CC=2)=O)=CC=1.[Pd].[Pd]. The product is [CH3:13][O:12][C:8]1[CH:7]=[CH:6][CH:5]=[C:4]2[C:9]=1[CH:10]=[CH:11][C:2]([NH:14][C:15]1[C:23]3[C:18](=[CH:19][N:20]=[CH:21][CH:22]=3)[O:17][C:16]=1[C:24]([O:26][CH2:27][CH3:28])=[O:25])=[N:3]2. The yield is 0.990.